This data is from Catalyst prediction with 721,799 reactions and 888 catalyst types from USPTO. The task is: Predict which catalyst facilitates the given reaction. (1) Product: [C:1]([C:4]1[CH:9]=[N:8][N:7]2[CH:10]=[C:11]([C:13]3[CH:18]=[CH:17][CH:16]=[CH:15][CH:14]=3)[CH:12]=[C:6]2[C:5]=1[NH:19][CH:20]([CH3:28])[C:21]([CH3:27])([CH3:26])[C:22]([OH:24])=[O:23])(=[O:3])[NH2:2]. The catalyst class is: 24. Reactant: [C:1]([C:4]1[CH:9]=[N:8][N:7]2[CH:10]=[C:11]([C:13]3[CH:18]=[CH:17][CH:16]=[CH:15][CH:14]=3)[CH:12]=[C:6]2[C:5]=1[NH:19][CH:20]([CH3:28])[C:21]([CH3:27])([CH3:26])[C:22]([O:24]C)=[O:23])(=[O:3])[NH2:2].[OH-].[K+]. (2) Reactant: O=[C:2]1[CH2:7][CH2:6][CH:5]([NH:8][C:9](=[O:15])[O:10][C:11]([CH3:14])([CH3:13])[CH3:12])[CH2:4][CH2:3]1.[NH:16]1[CH2:20][CH2:19][C@@H:18]([NH:21][C:22]([CH2:24][NH:25][C:26](=[O:37])[C:27]2[CH:32]=[CH:31][CH:30]=[C:29]([C:33]([F:36])([F:35])[F:34])[CH:28]=2)=[O:23])[CH2:17]1.C(O[BH-](OC(=O)C)OC(=O)C)(=O)C.[Na+]. Product: [F:36][C:33]([F:34])([F:35])[C:29]1[CH:28]=[C:27]([CH:32]=[CH:31][CH:30]=1)[C:26]([NH:25][CH2:24][C:22]([NH:21][C@@H:18]1[CH2:19][CH2:20][N:16]([CH:2]2[CH2:7][CH2:6][CH:5]([NH:8][C:9](=[O:15])[O:10][C:11]([CH3:14])([CH3:13])[CH3:12])[CH2:4][CH2:3]2)[CH2:17]1)=[O:23])=[O:37]. The catalyst class is: 1. (3) The catalyst class is: 64. Product: [CH3:1][O:2][C:3]1[CH:4]=[CH:5][C:6]([CH2:7][S:8][CH2:9][C:10]([N:37]2[C@@H:36]([C:30]3[CH:35]=[CH:34][CH:33]=[CH:32][CH:31]=3)[CH2:40][O:39][C:38]2=[O:41])=[O:12])=[CH:13][CH:14]=1. Reactant: [CH3:1][O:2][C:3]1[CH:14]=[CH:13][C:6]([CH2:7][S:8][CH2:9][C:10]([OH:12])=O)=[CH:5][CH:4]=1.C1(N=C=NC2CCCCC2)CCCCC1.[C:30]1([C@H:36]2[CH2:40][O:39][C:38](=[O:41])[NH:37]2)[CH:35]=[CH:34][CH:33]=[CH:32][CH:31]=1. (4) Reactant: [C:1]([N:9]1[C@@H:13]([CH:14]([CH3:16])[CH3:15])[CH2:12][O:11][C:10]1=[O:17])(=[O:8])[CH2:2][CH2:3][CH2:4][CH2:5][CH2:6][CH3:7].[Li+].C[Si]([N-][Si](C)(C)C)(C)C.[C:28]([O:32][C:33](=[O:36])[CH2:34]Br)([CH3:31])([CH3:30])[CH3:29].[NH4+].[Cl-]. Product: [C:28]([O:32][C:33](=[O:36])[CH2:34][C@@H:2]([C:1]([N:9]1[C@@H:13]([CH:14]([CH3:16])[CH3:15])[CH2:12][O:11][C:10]1=[O:17])=[O:8])[CH2:3][CH2:4][CH2:5][CH2:6][CH3:7])([CH3:31])([CH3:30])[CH3:29]. The catalyst class is: 1. (5) The catalyst class is: 17. Reactant: Cl.[NH2:2][C:3]1[N:32]=[C:6]2[N:7]([C:22]3[CH:27]=[CH:26][CH:25]=[C:24]([C:28]([F:31])([F:30])[F:29])[CH:23]=3)[C:8]([CH3:21])=[C:9]([C:19]#[N:20])[C@@H:10]([C:11]3[CH:16]=[CH:15][C:14]([C:17]#[N:18])=[CH:13][CH:12]=3)[N:5]2[N:4]=1.[CH:33]1([C:36](Cl)=[O:37])[CH2:35][CH2:34]1. Product: [C:19]([C:9]1[C@@H:10]([C:11]2[CH:16]=[CH:15][C:14]([C:17]#[N:18])=[CH:13][CH:12]=2)[N:5]2[N:4]=[C:3]([NH:2][C:36]([CH:33]3[CH2:35][CH2:34]3)=[O:37])[N:32]=[C:6]2[N:7]([C:22]2[CH:27]=[CH:26][CH:25]=[C:24]([C:28]([F:29])([F:31])[F:30])[CH:23]=2)[C:8]=1[CH3:21])#[N:20]. (6) Reactant: O.O.O.O.O.O.O.[Cl-].[Ce+3].[Cl-].[Cl-].[CH2:12]([Mg]Cl)[C:13]([CH3:16])([CH3:15])[CH3:14].C(OCC)C.[C:24]([O:28][C:29]([N:31]1[CH2:35][CH2:34][C:33](=[O:36])[CH2:32]1)=[O:30])([CH3:27])([CH3:26])[CH3:25]. Product: [OH:36][C:33]1([CH2:12][C:13]([CH3:16])([CH3:15])[CH3:14])[CH2:34][CH2:35][N:31]([C:29]([O:28][C:24]([CH3:27])([CH3:26])[CH3:25])=[O:30])[CH2:32]1. The catalyst class is: 7. (7) Reactant: [CH3:1][C:2]1[CH:11]=[CH:10][C:9]2[C:4](=[CH:5][CH:6]=[C:7]3[O:15][CH2:14][C@H:13]([CH2:16]OS(C4C=CC(Br)=CC=4)(=O)=O)[O:12][C:8]3=2)[N:3]=1.[NH:28]1[CH2:31][CH:30]([CH2:32][N:33]2[C:41]3[C:36](=[CH:37][CH:38]=[C:39]([F:42])[CH:40]=3)[CH:35]=[CH:34]2)[CH2:29]1.C(N(CC)CC)C. Product: [F:42][C:39]1[CH:40]=[C:41]2[C:36]([CH:35]=[CH:34][N:33]2[CH2:32][CH:30]2[CH2:31][N:28]([CH2:16][CH:13]3[O:12][C:8]4=[C:9]5[C:4](=[CH:5][CH:6]=[C:7]4[O:15][CH2:14]3)[N:3]=[C:2]([CH3:1])[CH:11]=[CH:10]5)[CH2:29]2)=[CH:37][CH:38]=1. The catalyst class is: 16. (8) Reactant: CC(C)([O-])C.[K+].C1COCC1.C(O[C:15]([C:17]1([CH3:20])[CH2:19][CH2:18]1)=[O:16])C.[C:21](#[N:23])[CH3:22].[O-]CCCC.O.CC(OC)(C)C.Cl.S([O-])([O-])(=O)=O.[Na+].[Na+]. Product: [CH3:20][C:17]1([C:15](=[O:16])[CH2:22][C:21]#[N:23])[CH2:18][CH2:19]1. The catalyst class is: 5. (9) Reactant: [Cl:1][C:2]1[C:3]([C:30]([F:33])([F:32])[F:31])=[C:4]([N:8]2[CH2:13][CH2:12][N:11]([CH2:14][CH2:15][CH2:16][CH2:17][O:18][C:19]3[N:28]=[C:27]4[C:22]([CH:23]=[CH:24][C:25](=[O:29])[NH:26]4)=[CH:21][CH:20]=3)[CH2:10][CH2:9]2)[CH:5]=[CH:6][CH:7]=1.[OH:34][P:35]([OH:38])([OH:37])=[O:36]. Product: [P:35]([OH:38])([OH:37])([OH:36])=[O:34].[Cl:1][C:2]1[C:3]([C:30]([F:33])([F:31])[F:32])=[C:4]([N:8]2[CH2:9][CH2:10][N:11]([CH2:14][CH2:15][CH2:16][CH2:17][O:18][C:19]3[N:28]=[C:27]4[C:22]([CH:23]=[CH:24][C:25](=[O:29])[NH:26]4)=[CH:21][CH:20]=3)[CH2:12][CH2:13]2)[CH:5]=[CH:6][CH:7]=1. The catalyst class is: 5.